This data is from Forward reaction prediction with 1.9M reactions from USPTO patents (1976-2016). The task is: Predict the product of the given reaction. (1) Given the reactants [CH3:1][C:2]1[CH:10]=[C:9](/[C:11](/[S:18][CH3:19])=[N:12]/[CH2:13][Si:14]([CH3:17])([CH3:16])[CH3:15])[CH:8]=[CH:7][C:3]=1[C:4]([OH:6])=O.[S:20]1[CH2:23][CH:22]([NH2:24])[CH2:21]1.CCN(C(C)C)C(C)C.F[B-](F)(F)F.BrC1C=CC=C[N+]=1CC, predict the reaction product. The product is: [CH3:19][S:18][C:11](=[N:12][CH2:13][Si:14]([CH3:17])([CH3:16])[CH3:15])[C:9]1[CH:8]=[CH:7][C:3]([C:4](=[O:6])[NH:24][CH:22]2[CH2:23][S:20][CH2:21]2)=[C:2]([CH3:1])[CH:10]=1. (2) Given the reactants [Cl:1][C:2]1[CH:7]=[CH:6][C:5]([CH2:8]C#N)=[CH:4][CH:3]=1.CC(C)([O-:14])C.[Na+].Cl[CH2:18][CH2:19][O:20][CH2:21][CH2:22]Cl.OS(O)(=O)=O.CN([CH:32]=[O:33])C, predict the reaction product. The product is: [Cl:1][C:2]1[CH:7]=[CH:6][C:5]([C:8]2([C:32]([OH:33])=[O:14])[CH2:18][CH2:19][O:20][CH2:21][CH2:22]2)=[CH:4][CH:3]=1. (3) Given the reactants [Br:1][C:2]1[CH:11]=[CH:10][C:9]2[CH:7]3[O:8][CH:6]3[CH2:5][C:4]=2[CH:3]=1.[CH3:12][C:13]1([N:26]2[CH2:31][CH2:30][NH:29][C@@H:28]([CH3:32])[CH2:27]2)[CH2:18][CH2:17][N:16]([C:19]([O:21][C:22]([CH3:25])([CH3:24])[CH3:23])=[O:20])[CH2:15][CH2:14]1, predict the reaction product. The product is: [Br:1][C:2]1[CH:3]=[C:4]2[C:9](=[CH:10][CH:11]=1)[C@@H:7]([N:29]1[CH2:30][CH2:31][N:26]([C:13]3([CH3:12])[CH2:18][CH2:17][N:16]([C:19]([O:21][C:22]([CH3:25])([CH3:24])[CH3:23])=[O:20])[CH2:15][CH2:14]3)[CH2:27][C@@H:28]1[CH3:32])[C@H:6]([OH:8])[CH2:5]2.